This data is from Full USPTO retrosynthesis dataset with 1.9M reactions from patents (1976-2016). The task is: Predict the reactants needed to synthesize the given product. Given the product [CH2:1]([C:3]1[N:8]=[C:7]([N:9]2[CH2:10][CH2:11][N:12]([CH2:15][CH2:16][CH2:17][CH2:18][CH2:19][C:20]3[N:29]=[C:28]4[C:23]([CH2:24][CH2:25][C:26](=[O:30])[NH:27]4)=[CH:22][CH:21]=3)[CH2:13][CH2:14]2)[CH:6]=[CH:5][CH:4]=1)[CH3:2], predict the reactants needed to synthesize it. The reactants are: [CH2:1]([C:3]1[N:8]=[C:7]([N:9]2[CH2:14][CH2:13][N:12]([CH2:15][CH2:16][CH2:17][CH:18]=[CH:19][C:20]3[N:29]=[C:28]4[C:23]([CH2:24][CH2:25][C:26](=[O:30])[NH:27]4)=[CH:22][CH:21]=3)[CH2:11][CH2:10]2)[CH:6]=[CH:5][CH:4]=1)[CH3:2].